Task: Predict which catalyst facilitates the given reaction.. Dataset: Catalyst prediction with 721,799 reactions and 888 catalyst types from USPTO Reactant: [OH-].[K+].[CH:3](=[O:13])[CH2:4][CH2:5][CH2:6][CH2:7][CH2:8][CH2:9][CH2:10][CH2:11][CH3:12]. Product: [CH2:5]([CH:4]([CH2:3][CH2:4][CH2:5][CH2:6][CH2:7][CH2:8][CH2:9][CH2:10][CH2:11][CH3:12])[CH2:3][OH:13])[CH2:6][CH2:7][CH2:8][CH2:9][CH2:10][CH2:11][CH3:12]. The catalyst class is: 6.